Dataset: Full USPTO retrosynthesis dataset with 1.9M reactions from patents (1976-2016). Task: Predict the reactants needed to synthesize the given product. (1) Given the product [Br:12][C:13]1[CH:21]=[CH:20][CH:19]=[C:18]2[C:14]=1[C:15](=[O:23])[C:16](=[O:22])[N:17]2[CH2:31][C:32]([O:34][CH2:35][CH3:36])=[O:33], predict the reactants needed to synthesize it. The reactants are: N1C2C(=CC=CC=2)C(=O)C1=O.[Br:12][C:13]1[CH:21]=[CH:20][CH:19]=[C:18]2[C:14]=1[C:15](=[O:23])[C:16](=[O:22])[NH:17]2.BrCCC1CC1.Br[CH2:31][C:32]([O:34][CH2:35][CH3:36])=[O:33]. (2) Given the product [CH2:38]([O:37][C:36](=[O:42])[NH:35][C:33]1[CH:32]=[CH:31][CH:30]=[C:29]([CH2:28][O:27]/[N:26]=[C:19](\[C:18]2[N:17]([CH3:16])[N:52]=[N:51][N:50]=2)/[C:20]2[CH:25]=[CH:24][CH:23]=[CH:22][CH:21]=2)[N:34]=1)[CH2:39][C:40]#[CH:41], predict the reactants needed to synthesize it. The reactants are: FC(F)(F)S(OS(C(F)(F)F)(=O)=O)(=O)=O.[CH3:16][NH:17][C:18](=O)/[C:19](=[N:26]\[O:27][CH2:28][C:29]1[N:34]=[C:33]([NH:35][C:36](=[O:42])[O:37][CH2:38][CH2:39][C:40]#[CH:41])[CH:32]=[CH:31][CH:30]=1)/[C:20]1[CH:25]=[CH:24][CH:23]=[CH:22][CH:21]=1.N1C=CC=CC=1.[N-:50]=[N+:51]=[N-:52].[Na+]. (3) Given the product [N:1]1([C:5]([C:7]2[CH:8]=[C:9]([Cl:37])[C:10]([O:13][C:14]3[CH:15]=[C:16]([CH:17]=[C:18]([C:20]4[NH:21][C:22]([C:25]5[O:26][C:27]([CH3:30])=[N:28][N:29]=5)=[CH:23][CH:24]=4)[CH:19]=3)[O:31][C@@H:32]([CH3:36])[CH2:33][OH:34])=[N:11][CH:12]=2)=[O:6])[CH2:4][CH2:3][CH2:2]1, predict the reactants needed to synthesize it. The reactants are: [N:1]1([C:5]([C:7]2[CH:8]=[C:9]([Cl:37])[C:10]([O:13][C:14]3[CH:19]=[C:18]([C:20]4[NH:21][C:22]([C:25]5[O:26][C:27]([CH3:30])=[N:28][N:29]=5)=[CH:23][CH:24]=4)[CH:17]=[C:16]([O:31][C@@H:32]([CH3:36])[CH2:33][O:34]C)[CH:15]=3)=[N:11][CH:12]=2)=[O:6])[CH2:4][CH2:3][CH2:2]1.B(Br)(Br)Br.[Cl-].[NH4+]. (4) The reactants are: C([O:3][C:4](=O)[CH2:5][C:6]1[C:7]([CH3:12])=[N:8][O:9][C:10]=1[CH3:11])C.O.[NH2:15][NH2:16]. Given the product [CH3:12][C:7]1[C:6]([CH2:5][C:4]([NH:15][NH2:16])=[O:3])=[C:10]([CH3:11])[O:9][N:8]=1, predict the reactants needed to synthesize it.